This data is from Reaction yield outcomes from USPTO patents with 853,638 reactions. The task is: Predict the reaction yield, written as a fraction of the theoretical maximum amount of product (1.0 means a 100% yield; for example, 0.34 means a 34% yield). (1) The reactants are [CH3:1][C@@H:2]1[C@H:10]2[C@H:6]([N:7]([C:12]([O:14][C:15]([CH3:18])([CH3:17])[CH3:16])=[O:13])C(=O)[O:9]2)[CH:5]=[C:4]([C:19]2[CH:24]=[CH:23][N:22]=[CH:21][C:20]=2[N+:25]([O-:27])=[O:26])[CH2:3]1.[Li+].[OH-]. The catalyst is C1COCC1.CCOC(C)=O.C([O-])(O)=O.[Na+]. The product is [OH:9][C@@H:10]1[C@H:6]([NH:7][C:12](=[O:13])[O:14][C:15]([CH3:16])([CH3:17])[CH3:18])[CH:5]=[C:4]([C:19]2[CH:24]=[CH:23][N:22]=[CH:21][C:20]=2[N+:25]([O-:27])=[O:26])[CH2:3][C@@H:2]1[CH3:1]. The yield is 0.830. (2) The reactants are [Cl:1][C:2]1[CH:3]=[C:4]([C:9]23[CH:14]([CH:15]=O)[CH:13]2[CH2:12][N:11]([C:17]([O:19][C:20]([CH3:23])([CH3:22])[CH3:21])=[O:18])[CH2:10]3)[CH:5]=[CH:6][C:7]=1[Cl:8].C1(=O)NC(=O)C=C1.ClC1C=C(C=CC=1Cl)N.Cl.[NH2:41][OH:42].N1C=CC=CC=1. The product is [Cl:1][C:2]1[CH:3]=[C:4]([C:9]23[CH:14]([CH:15]=[N:41][OH:42])[CH:13]2[CH2:12][N:11]([C:17]([O:19][C:20]([CH3:23])([CH3:22])[CH3:21])=[O:18])[CH2:10]3)[CH:5]=[CH:6][C:7]=1[Cl:8]. The catalyst is C(O)C. The yield is 0.730. (3) The reactants are [CH3:1][C@@:2]12[C@:10]([OH:18])([CH2:11][C:12]3[CH:17]=[CH:16][N:15]=[CH:14][CH:13]=3)[CH2:9][CH2:8][C@H:7]1[C@@H:6]1[CH2:19][CH2:20][C:21]3[C:26]([F:27])=[C:25]([C:28]#[N:29])[CH:24]=[CH:23][C:22]=3[C@H:5]1[CH2:4][CH2:3]2.ClC1C=C(C=CC=1)C(OO)=[O:35]. The catalyst is ClCCl. The product is [CH3:1][C@@:2]12[C@:10]([OH:18])([CH2:11][C:12]3[CH:13]=[CH:14][N+:15]([O-:35])=[CH:16][CH:17]=3)[CH2:9][CH2:8][C@H:7]1[C@@H:6]1[CH2:19][CH2:20][C:21]3[C:26]([F:27])=[C:25]([C:28]#[N:29])[CH:24]=[CH:23][C:22]=3[C@H:5]1[CH2:4][CH2:3]2. The yield is 0.750. (4) The product is [O:1]1[CH2:5][CH2:4][O:3][CH:2]1[C:6]1[C:7]([O:14][CH2:15][C:16]2[C:17]([C:22]3[N:24]([CH:27]([CH3:26])[CH3:30])[N:25]=[CH:37][N:40]=3)=[N:18][CH:19]=[CH:20][CH:21]=2)=[CH:8][N:9]=[C:10]([O:12][CH3:13])[CH:11]=1. The reactants are [O:1]1[CH2:5][CH2:4][O:3][CH:2]1[C:6]1[CH:11]=[C:10]([O:12][CH3:13])[N:9]=[CH:8][C:7]=1[O:14][CH2:15][C:16]1[C:17]([C:22]([NH:24][NH2:25])=O)=[N:18][CH:19]=[CH:20][CH:21]=1.[CH3:26][C:27](O)=O.[CH:30](OC)(OC)OC.[CH:37]([NH2:40])(C)C. The catalyst is O1CCOCC1. The yield is 0.660. (5) The reactants are [H-].[H-].[H-].[H-].[Li+].[Al+3].[F:7][CH:8]([F:19])[C:9]1[CH:18]=[CH:17][C:12]([C:13](OC)=[O:14])=[CH:11][CH:10]=1. The catalyst is C1COCC1. The product is [F:7][CH:8]([F:19])[C:9]1[CH:10]=[CH:11][C:12]([CH2:13][OH:14])=[CH:17][CH:18]=1. The yield is 0.810. (6) The reactants are [CH3:1][S:2][C:3]1[N:8]=[C:7]([C:9]#[C:10][Si](C)(C)C)[CH:6]=[CH:5][N:4]=1.[F-].[K+]. The catalyst is CO. The product is [C:9]([C:7]1[CH:6]=[CH:5][N:4]=[C:3]([S:2][CH3:1])[N:8]=1)#[CH:10]. The yield is 0.830. (7) The reactants are [CH2:1]([N:4]([CH2:16][CH2:17][CH3:18])[C:5]([C:7]1[CH:8]=[C:9]([CH:13]=[CH:14][CH:15]=1)[C:10]([OH:12])=O)=[O:6])[CH2:2][CH3:3].C(Cl)CCl.C1C=CC2N(O)N=NC=2C=1.Cl.[CH3:34][O:35][C:36](=[O:43])[C@H:37]([CH2:39][CH:40]([CH3:42])[CH3:41])[NH2:38].CN1CCOCC1. The catalyst is CN(C=O)C. The product is [CH2:16]([N:4]([CH2:1][CH2:2][CH3:3])[C:5]([C:7]1[CH:8]=[C:9]([CH:13]=[CH:14][CH:15]=1)[C:10]([NH:38][C@@H:37]([CH2:39][CH:40]([CH3:42])[CH3:41])[C:36]([O:35][CH3:34])=[O:43])=[O:12])=[O:6])[CH2:17][CH3:18]. The yield is 0.880. (8) The reactants are [NH2:1][C:2]1[N:7]=[CH:6][N:5]=[C:4]2[N:8]([CH:14]([C:16]3[C:17]([O:32][CH3:33])=[C:18]([CH:24]4[CH2:27][N:26]([CH2:28][C@@H:29]([OH:31])[CH3:30])[CH2:25]4)[C:19]([F:23])=[C:20](Cl)[CH:21]=3)[CH3:15])[N:9]=[C:10]([CH:11]([F:13])[F:12])[C:3]=12.[CH3:34][N:35]1CCCC1=O. The catalyst is [Zn].CC(C)([P](C(C)(C)C)([Pd][P](C(C)(C)C)(C(C)(C)C)C(C)(C)C)C(C)(C)C)C.[C-]#N.[Zn+2].[C-]#N. The product is [NH2:1][C:2]1[N:7]=[CH:6][N:5]=[C:4]2[N:8]([CH:14]([C:16]3[C:17]([O:32][CH3:33])=[C:18]([CH:24]4[CH2:27][N:26]([CH2:28][C@@H:29]([OH:31])[CH3:30])[CH2:25]4)[C:19]([F:23])=[C:20]([CH:21]=3)[C:34]#[N:35])[CH3:15])[N:9]=[C:10]([CH:11]([F:13])[F:12])[C:3]=12. The yield is 0.112.